From a dataset of Full USPTO retrosynthesis dataset with 1.9M reactions from patents (1976-2016). Predict the reactants needed to synthesize the given product. (1) Given the product [CH2:1]([O:8][CH2:9][N:10]1[N:14]=[N:13][C:12]([Sn:32]([CH2:33][CH2:34][CH2:35][CH3:36])([CH2:37][CH2:38][CH2:39][CH3:40])[CH2:28][CH2:29][CH2:30][CH3:31])=[N:11]1)[C:2]1[CH:3]=[CH:4][CH:5]=[CH:6][CH:7]=1, predict the reactants needed to synthesize it. The reactants are: [CH2:1]([O:8][CH2:9][N:10]1[N:14]=[N:13][CH:12]=[N:11]1)[C:2]1[CH:7]=[CH:6][CH:5]=[CH:4][CH:3]=1.CN(C)CCN(C)C.C([Li])CCC.[CH2:28]([Sn:32](Cl)([CH2:37][CH2:38][CH2:39][CH3:40])[CH2:33][CH2:34][CH2:35][CH3:36])[CH2:29][CH2:30][CH3:31]. (2) Given the product [OH:1][C:2]1[C:3]([C:13]([O:15][CH3:16])=[O:14])=[CH:4][C:5]2[C:10]([CH:11]=1)=[C:9]([O:12][CH3:17])[CH:8]=[CH:7][CH:6]=2, predict the reactants needed to synthesize it. The reactants are: [OH:1][C:2]1[C:3]([C:13]([O:15][CH3:16])=[O:14])=[CH:4][C:5]2[C:10]([CH:11]=1)=[C:9]([OH:12])[CH:8]=[CH:7][CH:6]=2.[C:17](=O)([O-])[O-].[K+].[K+].CC(C)=O.COS(OC)(=O)=O.